Dataset: Full USPTO retrosynthesis dataset with 1.9M reactions from patents (1976-2016). Task: Predict the reactants needed to synthesize the given product. (1) Given the product [O:1]1[C:11]2[C:6](=[CH:7][CH:8]=[CH:9][CH:10]=2)[CH:5]=[C:4]([O:12][CH2:13][CH2:14][CH2:15][CH2:16][CH2:17][CH2:18][C:19]2[CH:27]=[CH:26][CH:25]=[CH:24][C:20]=2[C:21]([Cl:30])=[O:22])[C:2]1=[O:3], predict the reactants needed to synthesize it. The reactants are: [O:1]1[C:11]2[C:6](=[CH:7][CH:8]=[CH:9][CH:10]=2)[CH:5]=[C:4]([O:12][CH2:13][CH2:14][CH2:15][CH2:16][CH2:17][CH2:18][C:19]2[CH:27]=[CH:26][CH:25]=[CH:24][C:20]=2[C:21](O)=[O:22])[C:2]1=[O:3].S(Cl)([Cl:30])=O. (2) Given the product [Cl:2][C:3]1[C:12]2[C:7](=[CH:8][CH:9]=[CH:10][CH:11]=2)[CH:6]=[CH:5][C:4]=1[O:13][CH2:14][CH2:15][NH:16][CH2:28][C:24]1[O:23][CH:27]=[CH:26][CH:25]=1, predict the reactants needed to synthesize it. The reactants are: [Cl-].[Cl:2][C:3]1[C:12]2[C:7](=[CH:8][CH:9]=[CH:10][CH:11]=2)[CH:6]=[CH:5][C:4]=1[O:13][CH2:14][CH2:15][NH3+:16].C([O-])([O-])=O.[K+].[K+].[O:23]1[CH:27]=[CH:26][CH:25]=[C:24]1[CH:28]=O.[BH4-].[Na+]. (3) Given the product [Cl:12][CH2:11][CH2:10][N:5]1[CH2:6][CH2:7][C:2]([CH3:1])([OH:8])[CH2:3][CH2:4]1, predict the reactants needed to synthesize it. The reactants are: [CH3:1][C:2]1([OH:8])[CH2:7][CH2:6][NH:5][CH2:4][CH2:3]1.Br[CH2:10][CH2:11][Cl:12]. (4) Given the product [Cl:1][C:2]1[N:10]=[C:9]2[C:5]([N:6]=[CH:7][N:8]2[CH:11]2[CH2:15][CH2:14][CH2:13][CH2:12]2)=[C:4]([NH:23][CH2:22][C:21]2[CH:24]=[C:25]([O:27][CH3:28])[CH:26]=[C:19]([O:18][CH3:17])[CH:20]=2)[N:3]=1, predict the reactants needed to synthesize it. The reactants are: [Cl:1][C:2]1[N:10]=[C:9]2[C:5]([N:6]=[CH:7][N:8]2[CH:11]2[CH2:15][CH2:14][CH2:13][CH2:12]2)=[C:4](Cl)[N:3]=1.[CH3:17][O:18][C:19]1[CH:20]=[C:21]([CH:24]=[C:25]([O:27][CH3:28])[CH:26]=1)[CH2:22][NH2:23].